Task: Regression. Given a peptide amino acid sequence and an MHC pseudo amino acid sequence, predict their binding affinity value. This is MHC class I binding data.. Dataset: Peptide-MHC class I binding affinity with 185,985 pairs from IEDB/IMGT (1) The peptide sequence is ALLKNPQGI. The MHC is HLA-A68:02 with pseudo-sequence HLA-A68:02. The binding affinity (normalized) is 0.0240. (2) The peptide sequence is LLKLWIDKV. The MHC is HLA-B44:02 with pseudo-sequence HLA-B44:02. The binding affinity (normalized) is 0.0847. (3) The binding affinity (normalized) is 0.404. The peptide sequence is RQMKSGGRF. The MHC is HLA-B15:17 with pseudo-sequence HLA-B15:17. (4) The peptide sequence is QPRAPIRPI. The MHC is HLA-A02:01 with pseudo-sequence HLA-A02:01. The binding affinity (normalized) is 0.